This data is from Forward reaction prediction with 1.9M reactions from USPTO patents (1976-2016). The task is: Predict the product of the given reaction. (1) Given the reactants FC(F)(F)C(O)=O.[Cl:8][C:9]1[CH:14]=[C:13]2[NH:15][C:16](=[O:38])[C:17]3([CH:21]([C:22]4[CH:27]=[CH:26][C:25]([F:28])=[C:24]([Cl:29])[CH:23]=4)[CH:20]([C:30](O)=[O:31])[NH:19][CH:18]3[CH2:33][C:34]([CH3:37])([CH3:36])[CH3:35])[C:12]2=[CH:11][CH:10]=1.C(N(C(C)C)CC)(C)C.C1(P(Cl)(C2C=CC=CC=2)=O)C=CC=CC=1.[NH2:63][C:64]1[CH:71]=[CH:70][C:67]([C:68]#[N:69])=[CH:66][CH:65]=1, predict the reaction product. The product is: [C:68]([C:67]1[CH:70]=[CH:71][C:64]([NH:63][C:30]([CH:20]2[NH:19][CH:18]([CH2:33][C:34]([CH3:36])([CH3:37])[CH3:35])[C:17]3([C:12]4[C:13](=[CH:14][C:9]([Cl:8])=[CH:10][CH:11]=4)[NH:15][C:16]3=[O:38])[CH:21]2[C:22]2[CH:27]=[CH:26][C:25]([F:28])=[C:24]([Cl:29])[CH:23]=2)=[O:31])=[CH:65][CH:66]=1)#[N:69]. (2) Given the reactants [N:1]1[CH:6]=[CH:5][CH:4]=[CH:3][C:2]=1[C:7]1[C:8]([NH2:13])=[N:9][NH:10][C:11]=1[NH2:12].[CH3:14][O:15][CH2:16][N:17]1[C:25]2[C:20](=[CH:21][C:22]([C:26](=O)[CH2:27][C:28](OCC)=[O:29])=[CH:23][CH:24]=2)[CH:19]=[N:18]1, predict the reaction product. The product is: [NH2:12][C:11]1[C:7]([C:2]2[CH:3]=[CH:4][CH:5]=[CH:6][N:1]=2)=[C:8]2[NH:13][C:26]([C:22]3[CH:21]=[C:20]4[C:25](=[CH:24][CH:23]=3)[N:17]([CH2:16][O:15][CH3:14])[N:18]=[CH:19]4)=[CH:27][C:28](=[O:29])[N:9]2[N:10]=1. (3) The product is: [Cl:1][C:2]1[CH:7]=[CH:6][C:5]([C@H:8]([NH:11][C:12]2[CH:13]=[C:14]([CH:18]([N:22]3[CH2:25][CH:24]([C:26]([OH:28])=[O:27])[CH2:23]3)[CH3:19])[CH:15]=[CH:16][CH:17]=2)[CH2:9][CH3:10])=[CH:4][C:3]=1[CH3:21]. Given the reactants [Cl:1][C:2]1[CH:7]=[CH:6][C:5]([C@H:8]([NH:11][C:12]2[CH:13]=[C:14]([C:18](=O)[CH3:19])[CH:15]=[CH:16][CH:17]=2)[CH2:9][CH3:10])=[CH:4][C:3]=1[CH3:21].[NH:22]1[CH2:25][CH:24]([C:26]([OH:28])=[O:27])[CH2:23]1.CC(O)=O.[BH3-]C#N.[Na+], predict the reaction product. (4) Given the reactants [NH:1]1[C:9]2[C:4](=[C:5]([C:10]3[N:11]=[C:12]([N:22]4[CH2:27][CH2:26][O:25][CH2:24][CH2:23]4)[C:13]4[S:18][C:17]([C:19](O)=[O:20])=[CH:16][C:14]=4[N:15]=3)[CH:6]=[CH:7][CH:8]=2)[CH:3]=[N:2]1.Cl.[CH3:29][NH:30][CH3:31], predict the reaction product. The product is: [NH:1]1[C:9]2[C:4](=[C:5]([C:10]3[N:11]=[C:12]([N:22]4[CH2:23][CH2:24][O:25][CH2:26][CH2:27]4)[C:13]4[S:18][C:17]([C:19]([N:30]([CH3:31])[CH3:29])=[O:20])=[CH:16][C:14]=4[N:15]=3)[CH:6]=[CH:7][CH:8]=2)[CH:3]=[N:2]1. (5) Given the reactants [CH:1]1[CH:2]=[CH:3][C:4]2[S:9][N:8]=[C:7]([N:10]3[CH2:15][CH2:14][N:13]([CH2:16][C@H:17]4[C@H:22]([CH2:23][N:24]5[C:34](=[O:35])[C@H:33]6[C@H:27]([C@H:28]7[CH2:32][C@@H:31]6[CH2:30][CH2:29]7)[C:25]5=[O:26])[CH2:21][CH2:20][CH2:19][CH2:18]4)[CH2:12][CH2:11]3)[C:5]=2[CH:6]=1.O.O.[C:38]([OH:43])(=[O:42])[C:39]([OH:41])=[O:40], predict the reaction product. The product is: [CH:1]1[CH:2]=[CH:3][C:4]2[S:9][N:8]=[C:7]([N:10]3[CH2:15][CH2:14][N:13]([CH2:16][C@H:17]4[C@H:22]([CH2:23][N:24]5[C:34](=[O:35])[C@H:33]6[C@H:27]([C@H:28]7[CH2:32][C@@H:31]6[CH2:30][CH2:29]7)[C:25]5=[O:26])[CH2:21][CH2:20][CH2:19][CH2:18]4)[CH2:12][CH2:11]3)[C:5]=2[CH:6]=1.[C:38]([O-:43])(=[O:42])[C:39]([O-:41])=[O:40]. (6) Given the reactants COC1C=CC=CC=1[C:9]1[CH:10]=[C:11]2[C:16](=[CH:17][CH:18]=1)[NH:15]C(C)(C)C=C2CSCCC(C)C.Br[CH2:29][C:30]1[C:39]2[C:34](=[CH:35][CH:36]=[C:37]([C:40]3[CH:45]=[CH:44][CH:43]=[CH:42][C:41]=3[O:46][CH3:47])[CH:38]=2)[NH:33][C:32]([CH3:49])([CH3:48])[CH:31]=1.C(=O)([O-])[O-].[K+].[K+].CC(C)CCS, predict the reaction product. The product is: [CH3:47][O:46][C:41]1[CH:42]=[CH:43][CH:44]=[CH:45][C:40]=1[C:37]1[CH:38]=[C:39]2[C:34](=[CH:35][CH:36]=1)[NH:33][C:32]([CH3:49])([CH3:48])[CH:31]=[C:30]2[CH2:29][NH:15][C:16]1[CH:17]=[CH:18][CH:9]=[CH:10][CH:11]=1. (7) The product is: [F:1][C:2]1[CH:8]=[CH:7][C:5]([NH:6][C:12]2[CH:17]=[CH:16][CH:15]=[CH:14][CH:13]=2)=[CH:4][C:3]=1[N+:9]([O-:11])=[O:10]. Given the reactants [F:1][C:2]1[CH:8]=[CH:7][C:5]([NH2:6])=[CH:4][C:3]=1[N+:9]([O-:11])=[O:10].[C:12]1(B(O)O)[CH:17]=[CH:16][CH:15]=[CH:14][CH:13]=1.C(N(CC)CC)C, predict the reaction product. (8) Given the reactants [N:1]1[CH:6]=[CH:5][CH:4]=[C:3]([C:7]2[CH:16]=[CH:15][C:10]([C:11]([O:13]C)=[O:12])=[CH:9][CH:8]=2)[CH:2]=1.[ClH:17], predict the reaction product. The product is: [ClH:17].[N:1]1[CH:6]=[CH:5][CH:4]=[C:3]([C:7]2[CH:16]=[CH:15][C:10]([C:11]([OH:13])=[O:12])=[CH:9][CH:8]=2)[CH:2]=1.